From a dataset of Forward reaction prediction with 1.9M reactions from USPTO patents (1976-2016). Predict the product of the given reaction. Given the reactants B([O-])([O-])[O-].C(N(CC(O)=O)CC(O)=O)CN(CC(O)=O)CC(O)=O.Cl.C[O:27][C:28](=O)[C@H:29]([CH3:31])[NH2:30].[NH2:33][C@H:34]([C:40]([OH:42])=[O:41])[CH2:35][CH2:36][C:37](=[O:39])[NH2:38], predict the reaction product. The product is: [NH2:30][C@H:29]([C:28]([NH:33][C@H:34]([C:40]([OH:42])=[O:41])[CH2:35][CH2:36][C:37](=[O:39])[NH2:38])=[O:27])[CH3:31].